This data is from Forward reaction prediction with 1.9M reactions from USPTO patents (1976-2016). The task is: Predict the product of the given reaction. Given the reactants [CH3:1][O:2][C:3]1[CH:8]=[CH:7][C:6]([N+:9]([O-:11])=[O:10])=[CH:5][C:4]=1[NH2:12].[C:13]([N:20]1[CH2:25][CH2:24][C:23](=O)[CH2:22][CH2:21]1)([O:15][C:16]([CH3:19])([CH3:18])[CH3:17])=[O:14].S([O-])([O-])(=O)=O.[Na+].[Na+].C(O[BH-](OC(=O)C)OC(=O)C)(=O)C.[Na+], predict the reaction product. The product is: [CH3:1][O:2][C:3]1[CH:8]=[CH:7][C:6]([N+:9]([O-:11])=[O:10])=[CH:5][C:4]=1[NH:12][CH:23]1[CH2:24][CH2:25][N:20]([C:13]([O:15][C:16]([CH3:19])([CH3:18])[CH3:17])=[O:14])[CH2:21][CH2:22]1.